Predict the product of the given reaction. From a dataset of Forward reaction prediction with 1.9M reactions from USPTO patents (1976-2016). (1) Given the reactants FC(F)(F)C([NH:5][CH2:6][CH2:7][C:8]1[N:9]=[CH:10][N:11]([C:13]([C:26]2[CH:31]=[CH:30][CH:29]=[CH:28][CH:27]=2)([C:20]2[CH:25]=[CH:24][CH:23]=[CH:22][CH:21]=2)[C:14]2[CH:19]=[CH:18][CH:17]=[CH:16][CH:15]=2)[CH:12]=1)=O.[OH-].[Na+], predict the reaction product. The product is: [C:13]([N:11]1[CH:12]=[C:8]([CH2:7][CH2:6][NH2:5])[N:9]=[CH:10]1)([C:26]1[CH:27]=[CH:28][CH:29]=[CH:30][CH:31]=1)([C:20]1[CH:21]=[CH:22][CH:23]=[CH:24][CH:25]=1)[C:14]1[CH:19]=[CH:18][CH:17]=[CH:16][CH:15]=1. (2) Given the reactants [Br:1][C:2]1[CH:11]=[C:10]2[C:5]([CH:6]=[CH:7][N:8]=[CH:9]2)=[CH:4][C:3]=1[Cl:12].ClC1C=CC=C(C(OO)=[O:21])C=1, predict the reaction product. The product is: [Br:1][C:2]1[CH:11]=[C:10]2[C:5]([CH:6]=[CH:7][N+:8]([O-:21])=[CH:9]2)=[CH:4][C:3]=1[Cl:12]. (3) Given the reactants [Br:1][C:2]1[CH:9]=[CH:8][C:5]([C:6]#[N:7])=[CH:4][CH:3]=1.Cl.[NH2:11][OH:12].CCN(C(C)C)C(C)C, predict the reaction product. The product is: [Br:1][C:2]1[CH:9]=[CH:8][C:5]([C:6](=[N:11][OH:12])[NH2:7])=[CH:4][CH:3]=1. (4) The product is: [F:1][C:2]1[CH:7]=[CH:6][C:5]([CH3:8])=[CH:4][C:3]=1[NH:9][C:10]1[N:15]2[N:16]=[CH:17][C:18]([S:19]([NH:22][C:42](=[O:43])[NH:41][CH:38]3[CH2:40][CH2:39]3)(=[O:21])=[O:20])=[C:14]2[N:13]=[CH:12][C:11]=1[C:23]([N:25]1[CH2:30][CH2:29][CH:28]([C:31]2[CH:32]=[CH:33][C:34]([F:37])=[CH:35][CH:36]=2)[CH2:27][CH2:26]1)=[O:24]. Given the reactants [F:1][C:2]1[CH:7]=[CH:6][C:5]([CH3:8])=[CH:4][C:3]=1[NH:9][C:10]1[N:15]2[N:16]=[CH:17][C:18]([S:19]([NH2:22])(=[O:21])=[O:20])=[C:14]2[N:13]=[CH:12][C:11]=1[C:23]([N:25]1[CH2:30][CH2:29][CH:28]([C:31]2[CH:36]=[CH:35][C:34]([F:37])=[CH:33][CH:32]=2)[CH2:27][CH2:26]1)=[O:24].[CH:38]1([N:41]=[C:42]=[O:43])[CH2:40][CH2:39]1, predict the reaction product. (5) Given the reactants [CH2:1]([C:3]1[CH:4]=[C:5]([CH:8]=[CH:9][C:10]=1I)[C:6]#[N:7])[CH3:2].[C:12]1(B(O)O)[CH2:17][CH2:16][CH2:15][CH2:14][CH:13]=1.C[O-].[Na+], predict the reaction product. The product is: [C:12]1([C:10]2[CH:9]=[CH:8][C:5]([C:6]#[N:7])=[CH:4][C:3]=2[CH2:1][CH3:2])[CH2:17][CH2:16][CH2:15][CH2:14][CH:13]=1. (6) Given the reactants C([O:3][C:4](=[O:22])[CH2:5][CH:6]([C@@H:8]1[CH2:12][C:11]([F:14])([F:13])[CH2:10][N:9]1[C:15]([O:17][C:18]([CH3:21])([CH3:20])[CH3:19])=[O:16])[CH3:7])C.O[Li].O, predict the reaction product. The product is: [C:18]([O:17][C:15]([N:9]1[CH2:10][C:11]([F:13])([F:14])[CH2:12][C@H:8]1[CH:6]([CH3:7])[CH2:5][C:4]([OH:22])=[O:3])=[O:16])([CH3:21])([CH3:19])[CH3:20]. (7) Given the reactants [I:1][C:2]1[C:10]2[O:9][CH:8]=[CH:7][C:6]=2[CH:5]=[C:4]([S:11](Cl)(=[O:13])=[O:12])[CH:3]=1.[CH3:15][C:16]1[CH:17]=[CH:18][C:19]([O:23][CH3:24])=[C:20]([CH:22]=1)[NH2:21].N1C=CC=CC=1, predict the reaction product. The product is: [I:1][C:2]1[C:10]2[O:9][CH:8]=[CH:7][C:6]=2[CH:5]=[C:4]([S:11]([NH:21][C:20]2[CH:22]=[C:16]([CH3:15])[CH:17]=[CH:18][C:19]=2[O:23][CH3:24])(=[O:13])=[O:12])[CH:3]=1. (8) Given the reactants [C:1]1([C:11]([C:13]2[C:22]3[C:17](=[CH:18][CH:19]=[CH:20][CH:21]=3)[C:16]([OH:23])=[CH:15][CH:14]=2)=[O:12])[C:10]2[C:5](=[CH:6][CH:7]=[CH:8][CH:9]=2)[CH:4]=[CH:3][CH:2]=1.C(=O)([O-])[O-].[K+].[K+].Br[CH2:31][CH2:32][CH2:33][CH2:34][CH3:35], predict the reaction product. The product is: [C:1]1([C:11]([C:13]2[C:22]3[C:17](=[CH:18][CH:19]=[CH:20][CH:21]=3)[C:16]([O:23][CH2:31][CH2:32][CH2:33][CH2:34][CH3:35])=[CH:15][CH:14]=2)=[O:12])[C:10]2[C:5](=[CH:6][CH:7]=[CH:8][CH:9]=2)[CH:4]=[CH:3][CH:2]=1. (9) Given the reactants C[O:2][C:3](=[O:36])[C@@H:4]([NH:25][C:26](=[O:35])[C:27]1[CH:32]=[C:31]([Br:33])[CH:30]=[CH:29][C:28]=1N)[CH2:5][C:6]1[CH:11]=[CH:10][C:9]([C:12]2[CH:17]=[CH:16][CH:15]=[CH:14][C:13]=2[O:18][C:19]2[CH:24]=[CH:23][CH:22]=[CH:21][CH:20]=2)=[CH:8][CH:7]=1.[CH:37]1([CH2:42][C:43](Cl)=[O:44])[CH2:41][CH2:40][CH2:39][CH2:38]1.[N:46]1C=CC=CC=1, predict the reaction product. The product is: [Br:33][C:31]1[CH:30]=[CH:29][CH:28]=[C:27]([CH:32]=1)[C:26]([N:25]([C@@H:4]([CH2:5][C:6]1[CH:7]=[CH:8][C:9]([C:12]2[CH:17]=[CH:16][CH:15]=[CH:14][C:13]=2[O:18][C:19]2[CH:20]=[CH:21][CH:22]=[CH:23][CH:24]=2)=[CH:10][CH:11]=1)[C:3]([OH:2])=[O:36])[NH:46][C:43](=[O:44])[CH2:42][CH:37]1[CH2:41][CH2:40][CH2:39][CH2:38]1)=[O:35].